Regression. Given a peptide amino acid sequence and an MHC pseudo amino acid sequence, predict their binding affinity value. This is MHC class II binding data. From a dataset of Peptide-MHC class II binding affinity with 134,281 pairs from IEDB. (1) The binding affinity (normalized) is 0.160. The peptide sequence is DPEFQASNIMHSINGYVFDS. The MHC is DRB1_1101 with pseudo-sequence DRB1_1101. (2) The peptide sequence is LMIAHRVLLSSILES. The MHC is H-2-IAb with pseudo-sequence H-2-IAb. The binding affinity (normalized) is 0.180. (3) The peptide sequence is NEWITDFAGKTVWFV. The MHC is DRB1_0401 with pseudo-sequence DRB1_0401. The binding affinity (normalized) is 0.350. (4) The peptide sequence is ERKLHQQGRCRTCVY. The MHC is DRB4_0103 with pseudo-sequence DRB4_0103. The binding affinity (normalized) is 0.763. (5) The binding affinity (normalized) is 0.725. The peptide sequence is YDKFLANVSTVFTGK. The MHC is DRB1_0701 with pseudo-sequence DRB1_0701. (6) The peptide sequence is AKGSRAIWYMWLGAR. The MHC is DRB1_0101 with pseudo-sequence DRB1_0101. The binding affinity (normalized) is 0.701.